Task: Predict the reaction yield, written as a fraction of the theoretical maximum amount of product (1.0 means a 100% yield; for example, 0.34 means a 34% yield).. Dataset: Reaction yield outcomes from USPTO patents with 853,638 reactions The reactants are CCN(CC)CC.[C:8](Cl)(=[O:15])[C:9]1[CH:14]=[CH:13][CH:12]=[CH:11][CH:10]=1.Cl.[CH3:18][C:19]([C:23]1[CH:28]=[CH:27][CH:26]=[CH:25][CH:24]=1)([CH3:22])[CH2:20][NH2:21]. The catalyst is C(Cl)Cl. The product is [CH3:22][C:19]([C:23]1[CH:28]=[CH:27][CH:26]=[CH:25][CH:24]=1)([CH3:18])[CH2:20][NH:21][C:8](=[O:15])[C:9]1[CH:14]=[CH:13][CH:12]=[CH:11][CH:10]=1. The yield is 0.980.